Dataset: Reaction yield outcomes from USPTO patents with 853,638 reactions. Task: Predict the reaction yield, written as a fraction of the theoretical maximum amount of product (1.0 means a 100% yield; for example, 0.34 means a 34% yield). (1) The reactants are [OH:1][CH2:2][CH2:3][CH2:4][CH2:5][N:6]1[CH:13]=[CH:12][C:10](=[O:11])[NH:9][C:7]1=[O:8].[C:14](Cl)([C:27]1[CH:32]=[CH:31][CH:30]=[CH:29][CH:28]=1)([C:21]1[CH:26]=[CH:25][CH:24]=[CH:23][CH:22]=1)[C:15]1[CH:20]=[CH:19][CH:18]=[CH:17][CH:16]=1. The catalyst is CN(C1C=CN=CC=1)C.N1C=CC=CC=1. The product is [C:14]([O:1][CH2:2][CH2:3][CH2:4][CH2:5][N:6]1[CH:13]=[CH:12][C:10](=[O:11])[NH:9][C:7]1=[O:8])([C:15]1[CH:20]=[CH:19][CH:18]=[CH:17][CH:16]=1)([C:27]1[CH:28]=[CH:29][CH:30]=[CH:31][CH:32]=1)[C:21]1[CH:22]=[CH:23][CH:24]=[CH:25][CH:26]=1. The yield is 0.860. (2) The reactants are C(OC([N:8]1[CH2:13][CH2:12][N:11]([C:14]2[C:23]3[C:18](=[CH:19][C:20]([O:26][CH3:27])=[C:21]([O:24][CH3:25])[CH:22]=3)[N:17]=[C:16]([CH:28]3[CH2:30][CH2:29]3)[N:15]=2)[CH:10]([CH3:31])[CH2:9]1)=O)(C)(C)C.[ClH:32]. The catalyst is Cl.O1CCOCC1. The product is [ClH:32].[CH:28]1([C:16]2[N:15]=[C:14]([N:11]3[CH2:12][CH2:13][NH:8][CH2:9][CH:10]3[CH3:31])[C:23]3[C:18](=[CH:19][C:20]([O:26][CH3:27])=[C:21]([O:24][CH3:25])[CH:22]=3)[N:17]=2)[CH2:29][CH2:30]1. The yield is 0.710.